From a dataset of Full USPTO retrosynthesis dataset with 1.9M reactions from patents (1976-2016). Predict the reactants needed to synthesize the given product. (1) The reactants are: [CH3:1][O:2][C:3](=[O:12])[CH2:4][CH:5]1[CH2:8][C:7](=[O:9])[C:6]1(Cl)Cl. Given the product [CH3:1][O:2][C:3](=[O:12])[CH2:4][CH:5]1[CH2:8][C:7](=[O:9])[CH2:6]1, predict the reactants needed to synthesize it. (2) The reactants are: [Cl:1][C:2]1[N:7]=[C:6](Cl)[CH:5]=[C:4]([CH3:9])[N:3]=1.[Cl:10][C:11]1[CH:17]=[CH:16][C:14]([NH2:15])=[CH:13][CH:12]=1.C(N(C(C)C)CC)(C)C. Given the product [Cl:1][C:2]1[N:7]=[C:6]([NH:15][C:14]2[CH:16]=[CH:17][C:11]([Cl:10])=[CH:12][CH:13]=2)[CH:5]=[C:4]([CH3:9])[N:3]=1, predict the reactants needed to synthesize it.